From a dataset of Peptide-MHC class I binding affinity with 185,985 pairs from IEDB/IMGT. Regression. Given a peptide amino acid sequence and an MHC pseudo amino acid sequence, predict their binding affinity value. This is MHC class I binding data. (1) The peptide sequence is DAYNIADAAR. The MHC is HLA-A03:01 with pseudo-sequence HLA-A03:01. The binding affinity (normalized) is 0.105. (2) The peptide sequence is NERGKSLLF. The MHC is HLA-B44:02 with pseudo-sequence HLA-B44:02. The binding affinity (normalized) is 0.432.